From a dataset of Full USPTO retrosynthesis dataset with 1.9M reactions from patents (1976-2016). Predict the reactants needed to synthesize the given product. (1) Given the product [CH3:18][CH:14]1[CH2:15][CH2:16][CH2:17][CH:12]([NH:11][C:4]2[N:3]=[C:2]([NH:25][C:23]3[CH:22]=[N:21][N:20]([CH3:19])[CH:24]=3)[N:10]=[C:9]3[C:5]=2[N:6]=[CH:7][NH:8]3)[CH2:13]1, predict the reactants needed to synthesize it. The reactants are: Cl[C:2]1[N:10]=[C:9]2[C:5]([N:6]=[CH:7][NH:8]2)=[C:4]([NH:11][CH:12]2[CH2:17][CH2:16][CH2:15][CH:14]([CH3:18])[CH2:13]2)[N:3]=1.[CH3:19][N:20]1[CH:24]=[C:23]([NH2:25])[CH:22]=[N:21]1.[Si](Cl)(C)(C)C. (2) Given the product [NH2:27][C@H:12]([CH2:13][C:14]([NH:16][CH2:17][CH2:18][NH:19][C:20]([O:22][C:23]([CH3:26])([CH3:25])[CH3:24])=[O:21])=[O:15])[CH2:11][CH2:10][CH2:9][NH:8][C:6](=[O:7])[O:5][C:1]([CH3:4])([CH3:3])[CH3:2], predict the reactants needed to synthesize it. The reactants are: [C:1]([O:5][C:6]([NH:8][CH2:9][CH2:10][CH2:11][C@H:12]([NH:27]C(=O)OCC1C=CC=CC=1)[CH2:13][C:14]([NH:16][CH2:17][CH2:18][NH:19][C:20]([O:22][C:23]([CH3:26])([CH3:25])[CH3:24])=[O:21])=[O:15])=[O:7])([CH3:4])([CH3:3])[CH3:2]. (3) Given the product [CH3:13][O:14][C:15]([C:17]1[S:18][C:19]([C:22](=[O:23])[NH:12][CH:10]([C:7]2[CH:6]=[CH:5][C:4]([N+:1]([O-:3])=[O:2])=[CH:9][CH:8]=2)[CH3:11])=[CH:20][CH:21]=1)=[O:16], predict the reactants needed to synthesize it. The reactants are: [N+:1]([C:4]1[CH:9]=[CH:8][C:7]([CH:10]([NH2:12])[CH3:11])=[CH:6][CH:5]=1)([O-:3])=[O:2].[CH3:13][O:14][C:15]([C:17]1[S:18][C:19]([C:22](O)=[O:23])=[CH:20][CH:21]=1)=[O:16]. (4) Given the product [C:10]([C:8]1[S:7]/[C:6](=[N:14]\[C:15](=[S:16])[C:17]2[CH:22]=[C:21]([Cl:23])[CH:20]=[CH:19][C:18]=2[OH:24])/[N:5]([CH2:1][CH2:2][CH2:3][CH3:4])[CH:9]=1)([CH3:13])([CH3:12])[CH3:11], predict the reactants needed to synthesize it. The reactants are: [CH2:1]([N:5]1[CH:9]=[C:8]([C:10]([CH3:13])([CH3:12])[CH3:11])[S:7]/[C:6]/1=[N:14]\[C:15]([C:17]1[CH:22]=[C:21]([Cl:23])[CH:20]=[CH:19][C:18]=1[O:24]C)=[S:16])[CH2:2][CH2:3][CH3:4].B(Br)(Br)Br.C(=O)(O)[O-].[Na+]. (5) The reactants are: [Cl:1][C:2]1[CH:7]=[C:6]([Cl:8])[CH:5]=[CH:4][C:3]=1[C:9]1[C:10]([N+:16]([O-:18])=[O:17])=[N:11][CH:12]=[C:13](Br)[N:14]=1.[NH2:19][CH2:20][CH2:21][NH:22][C:23]1[CH:28]=[CH:27][C:26]([N+:29]([O-:31])=[O:30])=[C:25]([NH2:32])N=1.[CH:33](N(C(C)C)CC)(C)C. Given the product [NH2:32][C:25]1[CH:33]=[C:23]([NH:22][CH2:21][CH2:20][NH:19][C:13]2[CH:12]=[N:11][C:10]([N+:16]([O-:18])=[O:17])=[C:9]([C:3]3[CH:4]=[CH:5][C:6]([Cl:8])=[CH:7][C:2]=3[Cl:1])[N:14]=2)[CH:28]=[CH:27][C:26]=1[N+:29]([O-:31])=[O:30], predict the reactants needed to synthesize it.